This data is from Catalyst prediction with 721,799 reactions and 888 catalyst types from USPTO. The task is: Predict which catalyst facilitates the given reaction. (1) Reactant: [Cl-].[Al+3].[Cl-].[Cl-].CC(S)(C)C.[CH2:10]([O:12][C:13](=[O:42])[C:14]([CH3:41])([CH3:40])[CH2:15][C:16]1[N:17]([CH2:32][C:33]2[CH:38]=[CH:37][C:36]([Cl:39])=[CH:35][CH:34]=2)[C:18]2[C:23]([C:24]=1[S:25][C:26]([CH3:29])([CH3:28])[CH3:27])=[CH:22][C:21]([O:30]C)=[CH:20][CH:19]=2)[CH3:11]. Product: [CH2:10]([O:12][C:13](=[O:42])[C:14]([CH3:41])([CH3:40])[CH2:15][C:16]1[N:17]([CH2:32][C:33]2[CH:34]=[CH:35][C:36]([Cl:39])=[CH:37][CH:38]=2)[C:18]2[C:23]([C:24]=1[S:25][C:26]([CH3:29])([CH3:28])[CH3:27])=[CH:22][C:21]([OH:30])=[CH:20][CH:19]=2)[CH3:11]. The catalyst class is: 2. (2) Reactant: [NH2:1][CH2:2][CH2:3][OH:4].Cl[C:6]1[C:15]([N+:16]([O-:18])=[O:17])=[CH:14][CH:13]=[CH:12][C:7]=1[C:8]([O:10][CH3:11])=[O:9]. Product: [OH:4][CH2:3][CH2:2][NH:1][C:6]1[C:15]([N+:16]([O-:18])=[O:17])=[CH:14][CH:13]=[CH:12][C:7]=1[C:8]([O:10][CH3:11])=[O:9]. The catalyst class is: 3. (3) Reactant: [CH3:1][S:2]([CH2:5][CH2:6][CH2:7][NH:8]C(=O)OC(C)(C)C)(=[O:4])=[O:3].[ClH:16]. Product: [ClH:16].[CH3:1][S:2]([CH2:5][CH2:6][CH2:7][NH2:8])(=[O:4])=[O:3]. The catalyst class is: 7. (4) Product: [F:15][C:16]1[CH:21]=[C:20]([O:1][CH:2]2[CH2:3][CH2:4][N:5]([C:8]([O:10][C:11]([CH3:14])([CH3:13])[CH3:12])=[O:9])[CH2:6][CH2:7]2)[CH:19]=[CH:18][CH:17]=1. Reactant: [OH:1][CH:2]1[CH2:7][CH2:6][N:5]([C:8]([O:10][C:11]([CH3:14])([CH3:13])[CH3:12])=[O:9])[CH2:4][CH2:3]1.[F:15][C:16]1[CH:17]=[C:18](O)[CH:19]=[CH:20][CH:21]=1.C1(P(C2C=CC=CC=2)C2C=CC=CC=2)C=CC=CC=1. The catalyst class is: 1. (5) Reactant: [Si:1]([O:18][CH2:19][C@H:20]1[O:24][C@@H:23]([N:25]2[C:35]3[N:34]=[C:32]([NH2:33])[NH:31][C:29](=[O:30])[C:28]=3[N:27]=[CH:26]2)[C@H:22]([O:36][CH2:37][CH2:38][OH:39])[C@@H:21]1[OH:40])([C:14]([CH3:17])([CH3:16])[CH3:15])([C:8]1[CH:13]=[CH:12][CH:11]=[CH:10][CH:9]=1)[C:2]1[CH:7]=[CH:6][CH:5]=[CH:4][CH:3]=1.N1C=CC=CC=1.C[Si](C)(C)Cl.[C:52](Cl)(=[O:56])[CH:53]([CH3:55])[CH3:54]. Product: [Si:1]([O:18][CH2:19][C@H:20]1[O:24][C@@H:23]([N:25]2[C:35]3[N:34]=[C:32]([NH:33][C:52](=[O:56])[CH:53]([CH3:55])[CH3:54])[NH:31][C:29](=[O:30])[C:28]=3[N:27]=[CH:26]2)[C@H:22]([O:36][CH2:37][CH2:38][OH:39])[C@@H:21]1[OH:40])([C:14]([CH3:15])([CH3:17])[CH3:16])([C:8]1[CH:13]=[CH:12][CH:11]=[CH:10][CH:9]=1)[C:2]1[CH:3]=[CH:4][CH:5]=[CH:6][CH:7]=1. The catalyst class is: 161. (6) Reactant: [CH3:1][O:2][C:3]1[CH:8]=[C:7]([CH3:9])[C:6]([S:10]([N:13]([CH2:15][C:16]2[O:17][CH:18]=[C:19]([C:21]([OH:23])=O)[N:20]=2)[CH3:14])(=[O:12])=[O:11])=[C:5]([CH3:24])[CH:4]=1.CCN=C=NCCCN(C)C.C1C=CC2N(O)N=NC=2C=1.Cl.Cl.[CH3:48][NH:49][CH2:50][C:51]1[CH:64]=[CH:63][C:54]([CH2:55][N:56]2[CH2:61][CH2:60][CH:59]([OH:62])[CH2:58][CH2:57]2)=[CH:53][CH:52]=1. Product: [OH:62][CH:59]1[CH2:60][CH2:61][N:56]([CH2:55][C:54]2[CH:63]=[CH:64][C:51]([CH2:50][N:49]([CH3:48])[C:21]([C:19]3[N:20]=[C:16]([CH2:15][N:13]([S:10]([C:6]4[C:5]([CH3:24])=[CH:4][C:3]([O:2][CH3:1])=[CH:8][C:7]=4[CH3:9])(=[O:11])=[O:12])[CH3:14])[O:17][CH:18]=3)=[O:23])=[CH:52][CH:53]=2)[CH2:57][CH2:58]1. The catalyst class is: 2.